From a dataset of Catalyst prediction with 721,799 reactions and 888 catalyst types from USPTO. Predict which catalyst facilitates the given reaction. (1) Reactant: [Cl:1][C:2]1[CH:3]=[CH:4][C:5]2[N:11]3[CH:12]=[CH:13][CH:14]=[C:10]3[C@@H:9]([CH2:15][CH2:16][CH2:17][C:18](O)=[O:19])[O:8][C@H:7]([C:21]3[CH:26]=[CH:25][CH:24]=[C:23]([O:27][CH3:28])[C:22]=3[O:29][CH3:30])[C:6]=2[CH:31]=1.[NH:32]1[CH2:37][CH2:36][CH:35]([CH2:38][C:39]([O:41][CH2:42][CH3:43])=[O:40])[CH2:34][CH2:33]1.ON1C2C=CC=CC=2N=N1.Cl.C(N=C=NCCCN(C)C)C. Product: [Cl:1][C:2]1[CH:3]=[CH:4][C:5]2[N:11]3[CH:12]=[CH:13][CH:14]=[C:10]3[C@@H:9]([CH2:15][CH2:16][CH2:17][C:18]([N:32]3[CH2:37][CH2:36][CH:35]([CH2:38][C:39]([O:41][CH2:42][CH3:43])=[O:40])[CH2:34][CH2:33]3)=[O:19])[O:8][C@H:7]([C:21]3[CH:26]=[CH:25][CH:24]=[C:23]([O:27][CH3:28])[C:22]=3[O:29][CH3:30])[C:6]=2[CH:31]=1. The catalyst class is: 96. (2) Reactant: [OH-].[Na+:2].[CH:3]1[CH:8]=[N:7][CH:6]=[C:5]([CH2:9][C:10]([P:16]([OH:19])([OH:18])=[O:17])([P:12]([OH:15])([OH:14])=[O:13])[OH:11])[CH:4]=1. Product: [CH:3]1[CH:8]=[N:7][CH:6]=[C:5]([CH2:9][C:10]([P:12]([O-:14])([OH:15])=[O:13])([P:16]([OH:19])([OH:18])=[O:17])[OH:11])[CH:4]=1.[Na+:2]. The catalyst class is: 6. (3) Reactant: [OH:1][C:2]1[CH:9]=[C:8]([OH:10])[CH:7]=[CH:6][C:3]=1[CH:4]=[O:5].[CH:11]1[CH:16]=[CH:15][C:14]([CH2:17]Br)=[CH:13][CH:12]=1.C([O-])(O)=O.[Na+]. Product: [CH2:17]([O:10][C:8]1[CH:7]=[CH:6][C:3]([CH:4]=[O:5])=[C:2]([OH:1])[CH:9]=1)[C:14]1[CH:15]=[CH:16][CH:11]=[CH:12][CH:13]=1. The catalyst class is: 23.